This data is from Peptide-MHC class I binding affinity with 185,985 pairs from IEDB/IMGT. The task is: Regression. Given a peptide amino acid sequence and an MHC pseudo amino acid sequence, predict their binding affinity value. This is MHC class I binding data. The peptide sequence is YQSFLFWFL. The MHC is HLA-A68:02 with pseudo-sequence HLA-A68:02. The binding affinity (normalized) is 0.587.